From a dataset of Forward reaction prediction with 1.9M reactions from USPTO patents (1976-2016). Predict the product of the given reaction. (1) Given the reactants C(OC([N:8]1[CH2:13][CH2:12][C:11]2[N:14]([CH2:23][C:24]3[CH:29]=[CH:28][C:27]([Cl:30])=[CH:26][CH:25]=3)[CH:15]=[C:16]([C:17]3[CH:22]=[CH:21][CH:20]=[CH:19][CH:18]=3)[C:10]=2[CH2:9]1)=O)(C)(C)C.C(OC(N1CCC(=O)CC1)=O)(C)(C)C.ClC1C=CC=CC=1CN.[N+](C=CC1C=CC=CC=1)([O-])=O, predict the reaction product. The product is: [Cl:30][C:27]1[CH:26]=[CH:25][C:24]([CH2:23][N:14]2[C:11]3[CH2:12][CH2:13][NH:8][CH2:9][C:10]=3[C:16]([C:17]3[CH:22]=[CH:21][CH:20]=[CH:19][CH:18]=3)=[CH:15]2)=[CH:29][CH:28]=1. (2) Given the reactants [OH:1][CH:2]([C:12]1[CH:17]=[CH:16][CH:15]=[CH:14][C:13]=1[C:18]([F:21])([F:20])[F:19])[CH2:3][NH:4]C(=O)OC(C)(C)C.ClS([N:26]=[C:27]=[O:28])(=O)=O.O.C(=O)(O)[O-].[Na+], predict the reaction product. The product is: [C:27](=[O:28])([O:1][CH:2]([C:12]1[CH:17]=[CH:16][CH:15]=[CH:14][C:13]=1[C:18]([F:19])([F:20])[F:21])[CH2:3][NH2:4])[NH2:26]. (3) Given the reactants [NH2:1][C:2]1[CH:10]=[CH:9][C:5]([C:6]([OH:8])=[O:7])=[CH:4][N:3]=1.[CH3:11][CH2:12]O, predict the reaction product. The product is: [CH2:11]([O:7][C:6](=[O:8])[C:5]1[CH:9]=[CH:10][C:2]([NH2:1])=[N:3][CH:4]=1)[CH3:12].